From a dataset of Full USPTO retrosynthesis dataset with 1.9M reactions from patents (1976-2016). Predict the reactants needed to synthesize the given product. (1) Given the product [CH2:4]([N:11]1[CH2:16][CH2:15][N:14]([CH2:17][C:18]2[CH:23]=[CH:22][CH:21]=[CH:20][CH:19]=2)[CH2:13][C@@H:12]1[C:24]1[CH:31]=[CH:30][C:27]([C:28]#[N:2])=[CH:26][CH:25]=1)[C:5]1[CH:10]=[CH:9][CH:8]=[CH:7][CH:6]=1, predict the reactants needed to synthesize it. The reactants are: Cl.[NH2:2]O.[CH2:4]([N:11]1[CH2:16][CH2:15][N:14]([CH2:17][C:18]2[CH:23]=[CH:22][CH:21]=[CH:20][CH:19]=2)[CH2:13][C@@H:12]1[C:24]1[CH:31]=[CH:30][C:27]([CH:28]=O)=[CH:26][CH:25]=1)[C:5]1[CH:10]=[CH:9][CH:8]=[CH:7][CH:6]=1. (2) Given the product [F:23][C:2]([F:1])([F:22])[O:3][C:4]1[CH:9]=[CH:8][C:7]([CH:10]2[C:15]3=[N:16][S:17](=[O:21])(=[O:20])[CH2:18][CH2:19][N:14]3[CH2:13][CH2:12][CH2:11]2)=[CH:6][CH:5]=1, predict the reactants needed to synthesize it. The reactants are: [F:1][C:2]([F:23])([F:22])[O:3][C:4]1[CH:9]=[CH:8][C:7]([C:10]2[C:15]3=[N:16][S:17](=[O:21])(=[O:20])[CH2:18][CH2:19][N:14]3[CH:13]=[CH:12][CH:11]=2)=[CH:6][CH:5]=1. (3) Given the product [OH:12][C:6]1[CH:7]=[C:8]2[C:3](=[CH:4][CH:5]=1)[C:2]([NH:1][C:13](=[O:16])[C:2]1[CH:11]=[CH:10][CH:9]=[CH:8][CH:3]=1)=[CH:11][CH:10]=[CH:9]2, predict the reactants needed to synthesize it. The reactants are: [NH2:1][C:2]1[CH:11]=[CH:10][CH:9]=[C:8]2[C:3]=1[CH:4]=[CH:5][C:6]([OH:12])=[CH:7]2.[C:13]([O-:16])([O-])=O.[K+].[K+].[Cl-].O. (4) The reactants are: ClC1C(OCC(C)C)=NC=C(B2OC(C)(C)C(C)(C)[O:9]2)C=1.[Cl:22][C:23]1[C:24]([O:38][CH2:39][C:40]([F:43])([F:42])[F:41])=[N:25][CH:26]=[C:27](B2OC(C)(C)C(C)(C)O2)[CH:28]=1. Given the product [Cl:22][C:23]1[CH:28]=[C:27]([OH:9])[CH:26]=[N:25][C:24]=1[O:38][CH2:39][C:40]([F:43])([F:42])[F:41], predict the reactants needed to synthesize it. (5) The reactants are: CS[C:3]1[NH:12][C:11](=[O:13])[C:10]2[CH2:9][CH2:8][CH2:7][CH2:6][C:5]=2[N:4]=1.[Cl:14][C:15]1[CH:20]=[CH:19][C:18]([N:21]2[CH2:26][CH2:25][NH:24][CH2:23][CH2:22]2)=[CH:17][CH:16]=1. Given the product [Cl:14][C:15]1[CH:16]=[CH:17][C:18]([N:21]2[CH2:26][CH2:25][N:24]([C:3]3[NH:12][C:11](=[O:13])[C:10]4[CH2:9][CH2:8][CH2:7][CH2:6][C:5]=4[N:4]=3)[CH2:23][CH2:22]2)=[CH:19][CH:20]=1, predict the reactants needed to synthesize it.